From a dataset of Experimentally validated miRNA-target interactions with 360,000+ pairs, plus equal number of negative samples. Binary Classification. Given a miRNA mature sequence and a target amino acid sequence, predict their likelihood of interaction. (1) The miRNA is mmu-miR-292a-5p with sequence ACUCAAACUGGGGGCUCUUUUG. The protein sequence of the target gene is MGTEWHKPKLSLALVLLTLEAGWAQEGSEPVLLEGECLVVCEPGRPTAGGPGGAALGEAPPGRVAFAAVRSHHHEPAGETGNGTSGAIYFDQVLVNEGEGFDRTSGCFVAPVRGVYSFRFHVVKVYNRQTVQVSLMLNTWPVISAFANDPDVTREAATSSVLLPLDPGDRVSLRLRRGNLLGGWKYSSFSGFLIFPL. Result: 1 (interaction). (2) The protein sequence of the target gene is MLRLLASGCARGPGPGVGARPAAGLFHPGRRQSRQASDAPRNQPPSPEFVARPVGVCSMMRLPVQTSPEGLDAAFIGVPLDTGTSNRPGARFGPRRIREESVMLGTVNPSTGALPFQSLMVADLGDVNVNLYNLQDSCRRIQEAYEKIVAAGCIPLTLGGDHTITYPILQAMAKKHGPVGLLHVDAHTDTTDKALGEKLYHGAPFRRCVDEGLLDCKRVVQIGIRGSSTTLDPYRYNRSQGFRVVLAEDCWMKSLVPLMGEVRQQMGGKPIYISFDIDALDPAYAPGTGTPEIAGLTPSQ.... The miRNA is hsa-miR-3689f with sequence UGUGAUAUCGUGCUUCCUGGGA. Result: 0 (no interaction). (3) The miRNA is mmu-miR-339-3p with sequence UGAGCGCCUCGGCGACAGAGCCG. The protein sequence of the target gene is MSTAIREVGVWRQTRTLLLKNYLIKCRTKKSSVQEILFPLFFLFWLILISMMHPNKKYEEVPNIELNPMDKFTLSNLILGYTPVTNITSSIMQKVSTDHLPDVIITEEYTNEKEMLTSSLSKPSNFVGVVFKDSMSYELRFFPDMIPVSSIYMDSRAGCSKSCEAAQYWSSGFTVLQASIDAAIIQLKTNVSLWKELESTKAVIMGETAVVEIDTFPRGVILIYLVIAFSPFGYFLAIHIVAEKEKKIKEFLKIMGLHDTAFWLSWVLLYTSLIFLMSLLMAVIATASLLFPQSSSIVIF.... Result: 0 (no interaction). (4) The miRNA is hsa-miR-6771-3p with sequence CAAACCCCUGUCUACCCGCAG. The protein sequence of the target gene is MEREPRARVALVPERCGRGPSSRHRRPGLLLPGLWLLLLAGPASCAPDDLSLAQHSHPVRPSDFLPERSILHSAAQVTLSETVPRSQPSISALVLSSPSATAFDTAFLSQRQQTQSTAEPSFFEANYGSVTSNEVALDDEEMDNFLPDAHWTSSRGVSPMRYITPSPPEPPQEMLEPGTTPSLPTISLPDEVLSGCQNTVQQATVYVEPSTYFGTSWSAFLTSEGIIPTPSRNSVLHPIEIHSQLSSKALPETVASVTEGAENLLFSSRISVSQPSGNGMTQQPSVPLWEVSQPLVGVLA.... Result: 0 (no interaction). (5) The miRNA is hsa-miR-4678 with sequence AAGGUAUUGUUCAGACUUAUGA. The protein sequence of the target gene is MGCLGGNSKTTEDQGVDEKERREANKKIEKQLQKERLAYKATHRLLLLGAGESGKSTIVKQMRILHVNGFNPEEKKQKILDIRKNVKDAIVTIVSAMSTIIPPVPLANPENQFRSDYIKSIAPITDFEYSQEFFDHVKKLWDDEGVKACFERSNEYQLIDCAQYFLERIDSVSLVDYTPTDQDLLRCRVLTSGIFETRFQVDKVNFHMFDVGGQRDERRKWIQCFNDVTAIIYVAACSSYNMVIREDNNTNRLRESLDLFESIWNNRWLRTISIILFLNKQDMLAEKVLAGKSKIEDYFP.... Result: 0 (no interaction). (6) The miRNA is hsa-miR-504-5p with sequence AGACCCUGGUCUGCACUCUAUC. The protein sequence of the target gene is MFSRRSHGDVKKSTQKVLDPKKDVLTRLKHLRALLDNVDASDLKQFFETNYSQIYFIFYENFITLENSLKLKGNNKSQREELDSILFLFEKILQFLPERIFFRWHYQSIGSTLKKLLHTGNSIKIRCEGIRLFLLWLQALQTNCAEEQVLIFACLVPGFPAVLSSRGPCTLETLINPSPSIVDAKIYPEEITPLLPAISGEKIAEDQTCFFLQILLKYMVIQAASLEWKNKENQDTGFKFLFTLFRKYYLPHLFPSFTKLTNIYKPVLEIPHLRPKPVYVTVTRDNETIYSTKIPYMAAR.... Result: 0 (no interaction). (7) The miRNA is hsa-miR-18a-3p with sequence ACUGCCCUAAGUGCUCCUUCUGG. The protein sequence of the target gene is MATRRLGVGETLGALNAALGPGGPVWIKETRTRHLRSRDFLAPHRALQARFDDGQVPEHLLHALACLQGPGVAPVLRCAPTPAGLSLQLQRSAVFERVLSAVAAYATPASPASLGQRVLLHCPALRSSPCALRLSQLRTVLVADHLARALRAHGVCVRLVPAVRDPHMLTFLQQLRVDWPAASERASSHTLRSHALEELTSANDGRTLSPGILGRLCLKELVEEQGRTAGYDPNLDNCLVTEDLLSVLAELQEALWHWPEDSHPGLAGASDTGTGGCLVVHVVSCEEEFQQQKLDLLWQK.... Result: 1 (interaction). (8) The miRNA is hsa-miR-6872-5p with sequence UCUCGCAUCAGGAGGCAAGG. The protein sequence of the target gene is MANSTGKAPPDERRKGLAFLDELRQFHHSRGSPFKKIPAVGGKELDLHGLYTRVTTLGGFAKVSEKNQWGEIVEEFNFPRSCSNAAFALKQYYLRYLEKYEKVHHFGEDDDEVPPGNPKPQLPIGAIPSSYNYQQHSVSDYLRQSYGLSMDFNSPNDYNKLVLSLLSGLPNEVDFAINVCTLLSNESKHVMQLEKDPKIITLLLANAGVFDDTLGSFSSVFGEEWREKTDRDFVKFWKDIVDDNEVRDLISDRNKAHEDTPGEWIWESLFHPPRKLGINDIEGQRVLQIAVILRNLSFEE.... Result: 0 (no interaction). (9) The miRNA is rno-miR-145-5p with sequence GUCCAGUUUUCCCAGGAAUCCCU. The protein sequence of the target gene is MSKMKNPRTFEEQTECIVNSLLKDFRTPLSHAANRNLSGADEPCSGEDYSFDVAIIVGRLRILGDQFNGELEASANNIIAVTIGGQAGSTVLNDTVQSLSRTWCTQDPTLVFERAFLAVSVKLLEYVVRKAPNVARQVANYVTGMINGNTAIREFIQGQGGWENLES. Result: 0 (no interaction). (10) The miRNA is hsa-miR-601 with sequence UGGUCUAGGAUUGUUGGAGGAG. The protein sequence of the target gene is MKLVFLVLLFLGALGLCLAGRRRSVQWCAVSQPEATKCFQWQRNMRKVRGPPVSCIKRDSPIQCIQAIAENRADAVTLDGGFIYEAGLAPYKLRPVAAEVYGTERQPRTHYYAVAVVKKGGSFQLNELQGLKSCHTGLRRTAGWNVPIGTLRPFLNWTGPPEPIEAAVARFFSASCVPGADKGQFPNLCRLCAGTGENKCAFSSQEPYFSYSGAFKCLRDGAGDVAFIRESTVFEDLSDEAERDEYELLCPDNTRKPVDKFKDCHLARVPSHAVVARSVNGKEDAIWNLLRQAQEKFGKD.... Result: 0 (no interaction).